From a dataset of Blood-brain barrier permeability classification from the B3DB database. Regression/Classification. Given a drug SMILES string, predict its absorption, distribution, metabolism, or excretion properties. Task type varies by dataset: regression for continuous measurements (e.g., permeability, clearance, half-life) or binary classification for categorical outcomes (e.g., BBB penetration, CYP inhibition). Dataset: b3db_classification. (1) The compound is COc1ccc2c(c1)[C@@H](NC(=O)/C(=C/c1ccco1)c1ccccc1)CC(C)(C)O2. The result is 1 (penetrates BBB). (2) The drug is CNC(=O)C[C@H](N)C(=O)N[C@@H](C(=O)N[C@@H]1C(=O)N2[C@@H](C(=O)O)C(C)(C)S[C@H]12)c1ccc(O)cc1. The result is 0 (does not penetrate BBB).